From a dataset of Catalyst prediction with 721,799 reactions and 888 catalyst types from USPTO. Predict which catalyst facilitates the given reaction. Reactant: Br[C:2]1[CH:7]=[CH:6][CH:5]=[CH:4][C:3]=1[N+:8]([O-:10])=[O:9].[CH3:11][C@@H:12]1[CH2:17][NH:16][CH2:15][CH2:14][NH:13]1.C([O-])([O-])=O.[K+].[K+]. Product: [CH3:11][C@H:12]1[NH:13][CH2:14][CH2:15][N:16]([C:2]2[CH:7]=[CH:6][CH:5]=[CH:4][C:3]=2[N+:8]([O-:10])=[O:9])[CH2:17]1. The catalyst class is: 12.